Dataset: Forward reaction prediction with 1.9M reactions from USPTO patents (1976-2016). Task: Predict the product of the given reaction. Given the reactants [C:1](=O)([O-])[O-].[K+].[K+].CI.[CH3:9][C:10]1[C:15]([C:16]([OH:18])=[O:17])=[CH:14][N:13]=[CH:12][CH:11]=1, predict the reaction product. The product is: [CH3:9][C:10]1[C:15]([C:16]([O:18][CH3:1])=[O:17])=[CH:14][N:13]=[CH:12][CH:11]=1.